Dataset: Forward reaction prediction with 1.9M reactions from USPTO patents (1976-2016). Task: Predict the product of the given reaction. (1) Given the reactants [CH:8]1(N[CH:8]2[CH2:13][CH2:12][CH2:11][CH2:10][CH2:9]2)[CH2:13][CH2:12][CH2:11][CH2:10][CH2:9]1.BrC1C=CC=CC=1.[C:21]1([C:27]#[CH:28])[CH:26]=[CH:25][CH:24]=[CH:23][CH:22]=1.[Cl-].[Na+], predict the reaction product. The product is: [C:21]1([C:27]#[C:28][C:8]2[CH:9]=[CH:10][CH:11]=[CH:12][CH:13]=2)[CH:26]=[CH:25][CH:24]=[CH:23][CH:22]=1. (2) The product is: [CH2:1]([NH:8][CH2:9][C:10]1[N:11]=[C:12]([C:19]2[CH:24]=[CH:23][C:22]([O:25][CH2:26][CH2:27][CH2:28][N:32]3[CH2:33][CH2:34][CH2:35][CH:31]3[CH3:30])=[CH:21][CH:20]=2)[O:13][C:14]=1[C:15]([O:17][CH3:18])=[O:16])[C:2]1[CH:7]=[CH:6][CH:5]=[CH:4][CH:3]=1. Given the reactants [CH2:1]([NH:8][CH2:9][C:10]1[N:11]=[C:12]([C:19]2[CH:24]=[CH:23][C:22]([O:25][CH2:26][CH2:27][CH2:28]Cl)=[CH:21][CH:20]=2)[O:13][C:14]=1[C:15]([O:17][CH3:18])=[O:16])[C:2]1[CH:7]=[CH:6][CH:5]=[CH:4][CH:3]=1.[CH3:30][CH:31]1[CH2:35][CH2:34][CH2:33][NH:32]1.C(=O)([O-])[O-].[K+].[K+].C(OCC)(=O)C, predict the reaction product. (3) The product is: [Cl:29][C:26]1[N:25]=[CH:24][C:23]([NH:22][C:20]([NH:19][C:16]2[CH:17]=[CH:18][C:13]([CH:10]3[CH2:11][CH2:12][NH:8][CH2:9]3)=[CH:14][C:15]=2[Cl:30])=[O:21])=[CH:28][CH:27]=1. Given the reactants C(OC([N:8]1[CH2:12][CH2:11][CH:10]([C:13]2[CH:18]=[CH:17][C:16]([NH:19][C:20]([NH:22][C:23]3[CH:24]=[N:25][C:26]([Cl:29])=[CH:27][CH:28]=3)=[O:21])=[C:15]([Cl:30])[CH:14]=2)[CH2:9]1)=O)(C)(C)C.FC(F)(F)C(O)=O.[OH-].[Na+], predict the reaction product. (4) Given the reactants CN(C(O[N:9]1[N:17]=N[C:11]2[CH:12]=[CH:13][CH:14]=[N:15][C:10]1=2)=[N+](C)C)C.[F:18][P-](F)(F)(F)(F)F.[Si:25]([O:32][CH2:33][CH2:34][CH:35]([CH2:39][N:40]1[CH:44]=[C:43]([Cl:45])[CH:42]=[N:41]1)[C:36]([OH:38])=O)([C:28]([CH3:31])([CH3:30])[CH3:29])([CH3:27])[CH3:26].N(C1C=[C:52]([C:54]2C=CN=[C:56]([NH:60][C:61]3[N:62]([CH3:66])[N:63]=[CH:64][CH:65]=3)[N:55]=2)[CH:51]=[CH:50]N=1)N, predict the reaction product. The product is: [Si:25]([O:32][CH2:33][CH2:34][CH:35]([CH2:39][N:40]1[CH:44]=[C:43]([Cl:45])[CH:42]=[N:41]1)[C:36]([NH:17][N:9]=[C:10]1[CH:11]=[C:12]([C:51]2[CH:52]=[CH:54][N:55]=[C:56]([NH:60][C:61]3[N:62]([CH3:66])[N:63]=[CH:64][CH:65]=3)[CH:50]=2)[CH:13]=[C:14]([F:18])[NH:15]1)=[O:38])([C:28]([CH3:29])([CH3:30])[CH3:31])([CH3:26])[CH3:27]. (5) Given the reactants [Br:1][C:2]1[CH:10]=[CH:9][CH:8]=[C:7]2[C:3]=1[C:4]1([C:36]3[C:27](=[CH:28][C:29]4[O:34][CH2:33][CH2:32][O:31][C:30]=4[CH:35]=3)[O:26][CH2:25]1)[C:5](=[O:24])[N:6]2C(C1C=CC=CC=1)C1C=CC=CC=1.C([SiH](CC)CC)C.FC(F)(F)C(O)=O, predict the reaction product. The product is: [Br:1][C:2]1[CH:10]=[CH:9][CH:8]=[C:7]2[C:3]=1[C:4]1([C:36]3[C:27](=[CH:28][C:29]4[O:34][CH2:33][CH2:32][O:31][C:30]=4[CH:35]=3)[O:26][CH2:25]1)[C:5](=[O:24])[NH:6]2. (6) Given the reactants O[C@H](CC1C=CC=CC=1)C(O)=O.[Br:13][C:14]1[CH:22]=[CH:21][C:20]2[NH:19][C:18]3[CH2:23][C@@H:24]([NH2:26])[CH2:25][C:17]=3[C:16]=2[CH:15]=1.C(N(C(C)C)CC)(C)C.Cl[C:37]([O:39][CH:40]([CH3:42])[CH3:41])=[O:38], predict the reaction product. The product is: [CH:40]([O:39][C:37](=[O:38])[NH:26][C@@H:24]1[CH2:23][C:18]2[NH:19][C:20]3[CH:21]=[CH:22][C:14]([Br:13])=[CH:15][C:16]=3[C:17]=2[CH2:25]1)([CH3:42])[CH3:41].